Dataset: Reaction yield outcomes from USPTO patents with 853,638 reactions. Task: Predict the reaction yield, written as a fraction of the theoretical maximum amount of product (1.0 means a 100% yield; for example, 0.34 means a 34% yield). (1) The reactants are [I-].[Na+].[C:3](OC(=O)C)(=[O:5])[CH3:4].[CH2:10]([O:12][C:13](=[O:35])[CH2:14][N:15]1[C:23]2[CH2:22][CH2:21][CH2:20][C:19](=[N:24]O)[C:18]=2[C:17]([S:26][C:27]2[CH:32]=[CH:31][C:30]([Cl:33])=[CH:29][CH:28]=2)=[C:16]1[CH3:34])[CH3:11].S([O-])([O-])(=O)=S.[Na+].[Na+]. The catalyst is C1(C)C(C)=CC=CC=1.C(O)(=O)C.O. The product is [CH2:10]([O:12][C:13](=[O:35])[CH2:14][N:15]1[C:23]2[C:18](=[C:19]([NH:24][C:3](=[O:5])[CH3:4])[CH:20]=[CH:21][CH:22]=2)[C:17]([S:26][C:27]2[CH:32]=[CH:31][C:30]([Cl:33])=[CH:29][CH:28]=2)=[C:16]1[CH3:34])[CH3:11]. The yield is 0.770. (2) The product is [OH:8][CH:7]([C:6]1[CH:9]=[CH:10][CH:11]=[C:4]([N+:1]([O-:3])=[O:2])[CH:5]=1)[C:17]#[N:18]. The reactants are [N+:1]([C:4]1[CH:5]=[C:6]([CH:9]=[CH:10][CH:11]=1)[CH:7]=[O:8])([O-:3])=[O:2].S(=O)(O)[O-].[Na+].[C-:17]#[N:18].[K+]. The yield is 0.870. The catalyst is CCOCC. (3) The reactants are [H-].[Na+].O[C:4]1[CH:9]=[CH:8][C:7]([CH:10]2[CH2:15][CH2:14][C:13](=[O:16])[CH2:12][CH2:11]2)=[CH:6][CH:5]=1.[C:17]1(=[O:23])[CH2:22]CCCC1.P(=O)([O-])[O-].C1C[O:31][CH2:30][CH2:29]1. No catalyst specified. The product is [OH:16][C:13]1[CH:14]=[CH:15][C:10]([CH:7]2[CH2:8][CH2:9][C:4](=[CH:29][C:30]([O:23][CH2:17][CH3:22])=[O:31])[CH2:5][CH2:6]2)=[CH:11][CH:12]=1. The yield is 0.970. (4) The reactants are [Cl:1][C:2]1[C:3]([CH3:15])=[N:4][N:5](CC(O)=O)[C:6]=1[C:7]([F:10])([F:9])[F:8].[C:16](Cl)(=[O:20])[C:17](Cl)=O.[F:22][C:23]1[CH:28]=[CH:27][C:26]([N:29]2[CH:33]=[C:32]([NH:34][CH3:35])[CH:31]=[N:30]2)=[CH:25][CH:24]=1.CCN(CC)CC. The catalyst is C(Cl)Cl.CN(C=O)C. The product is [Cl:1][C:2]1[C:6]([C:7]([F:8])([F:9])[F:10])=[N:5][N:4]([CH2:17][C:16]([N:34]([C:32]2[CH:31]=[N:30][N:29]([C:26]3[CH:27]=[CH:28][C:23]([F:22])=[CH:24][CH:25]=3)[CH:33]=2)[CH3:35])=[O:20])[C:3]=1[CH3:15]. The yield is 0.370. (5) The reactants are [CH2:1]([O:3][C:4]([C:6]1[N:7]=[C:8]([C:12]2[CH:17]=[CH:16][CH:15]=[CH:14][CH:13]=2)[O:9][C:10]=1[CH3:11])=[O:5])[CH3:2].C1C(=O)N([Br:25])C(=O)C1.CC(N=NC(C#N)(C)C)(C#N)C.CCOC(C)=O. The catalyst is C(Cl)(Cl)(Cl)Cl. The product is [CH2:1]([O:3][C:4]([C:6]1[N:7]=[C:8]([C:12]2[CH:17]=[CH:16][CH:15]=[CH:14][CH:13]=2)[O:9][C:10]=1[CH2:11][Br:25])=[O:5])[CH3:2]. The yield is 0.460. (6) The reactants are [CH3:1][N:2]1[C:6]([C:7]2[CH:19]=[N:18][C:17]3[C:16]4[C:15]([C:20]([OH:22])=O)=[CH:14][CH:13]=[CH:12][C:11]=4[N:10]([C@H:23]([C:30]4[CH:35]=[CH:34][CH:33]=[CH:32][CH:31]=4)[CH:24]4[CH2:29][CH2:28][O:27][CH2:26][CH2:25]4)[C:9]=3[CH:8]=2)=[C:5]([CH3:36])[N:4]=[N:3]1.C(Cl)CCl.C1C=C[C:44]2N(O)N=[N:47][C:45]=2[CH:46]=1.C1(N)CC1. The catalyst is CN(C=O)C.O.Cl. The product is [CH:45]1([NH:47][C:20]([C:15]2[C:16]3[C:17]4[N:18]=[CH:19][C:7]([C:6]5[N:2]([CH3:1])[N:3]=[N:4][C:5]=5[CH3:36])=[CH:8][C:9]=4[N:10]([C@@H:23]([CH:24]4[CH2:29][CH2:28][O:27][CH2:26][CH2:25]4)[C:30]4[CH:31]=[CH:32][CH:33]=[CH:34][CH:35]=4)[C:11]=3[CH:12]=[CH:13][CH:14]=2)=[O:22])[CH2:46][CH2:44]1. The yield is 0.160.